Dataset: Forward reaction prediction with 1.9M reactions from USPTO patents (1976-2016). Task: Predict the product of the given reaction. Given the reactants Cl[C:2]1[C:7]([CH3:8])=[CH:6][C:5]([N+:9]([O-:11])=[O:10])=[CH:4][N:3]=1.[CH:12]1([CH2:18][NH2:19])[CH2:17][CH2:16][CH2:15][CH2:14][CH2:13]1, predict the reaction product. The product is: [CH:12]1([CH2:18][NH:19][C:2]2[C:7]([CH3:8])=[CH:6][C:5]([N+:9]([O-:11])=[O:10])=[CH:4][N:3]=2)[CH2:17][CH2:16][CH2:15][CH2:14][CH2:13]1.